From a dataset of CYP2C9 inhibition data for predicting drug metabolism from PubChem BioAssay. Regression/Classification. Given a drug SMILES string, predict its absorption, distribution, metabolism, or excretion properties. Task type varies by dataset: regression for continuous measurements (e.g., permeability, clearance, half-life) or binary classification for categorical outcomes (e.g., BBB penetration, CYP inhibition). Dataset: cyp2c9_veith. (1) The molecule is CCC/C=C(\CCC)C(NC(=O)c1ccccc1)c1ccc(C(=O)OC)cc1. The result is 1 (inhibitor). (2) The molecule is COc1ccc(CC(=O)Nc2cccc(/C(C)=N/NC(=O)c3cccc([N+](=O)[O-])c3)c2)cc1. The result is 1 (inhibitor).